Dataset: Catalyst prediction with 721,799 reactions and 888 catalyst types from USPTO. Task: Predict which catalyst facilitates the given reaction. (1) Reactant: C(OC([N:6]=[S:7]([C:10]1[CH:15]=[CH:14][CH:13]=[C:12]([CH2:16][O:17][C:18]2[CH:27]=[C:26]3[C:21]([C:22]([NH:28][CH:29]([CH3:31])[CH3:30])=[N:23][CH:24]=[N:25]3)=[CH:20][C:19]=2[O:32][CH3:33])[CH:11]=1)([CH3:9])=[O:8])=O)C.C(O)C.[O-]CC.[Na+]. Product: [CH:29]([NH:28][C:22]1[C:21]2[C:26](=[CH:27][C:18]([O:17][CH2:16][C:12]3[CH:11]=[C:10]([S:7]([CH3:9])(=[NH:6])=[O:8])[CH:15]=[CH:14][CH:13]=3)=[C:19]([O:32][CH3:33])[CH:20]=2)[N:25]=[CH:24][N:23]=1)([CH3:30])[CH3:31]. The catalyst class is: 98. (2) Reactant: [O:1]=[S:2]1(=[O:16])[C:8]2[CH:9]=[CH:10][CH:11]=[CH:12][C:7]=2[CH2:6][N:5]([C:13](=O)[CH3:14])[CH2:4][CH2:3]1.P(Cl)(Cl)(Cl)=O.[NH2:22][C:23]1[CH:30]=[CH:29][C:28]([CH3:31])=[CH:27][C:24]=1[C:25]#[N:26].C(=O)(O)[O-].[Na+]. Product: [O:1]=[S:2]1(=[O:16])[C:8]2[CH:9]=[CH:10][CH:11]=[CH:12][C:7]=2[CH2:6][N:5](/[C:13](=[N:22]/[C:23]2[CH:30]=[CH:29][C:28]([CH3:31])=[CH:27][C:24]=2[C:25]#[N:26])/[CH3:14])[CH2:4][CH2:3]1. The catalyst class is: 46.